This data is from Peptide-MHC class II binding affinity with 134,281 pairs from IEDB. The task is: Regression. Given a peptide amino acid sequence and an MHC pseudo amino acid sequence, predict their binding affinity value. This is MHC class II binding data. (1) The peptide sequence is KDKWIELKESWGAIWRIDTP. The MHC is HLA-DQA10501-DQB10201 with pseudo-sequence HLA-DQA10501-DQB10201. The binding affinity (normalized) is 0.420. (2) The MHC is DRB1_1101 with pseudo-sequence DRB1_1101. The binding affinity (normalized) is 0.625. The peptide sequence is YDKFLANVSTMLTGK. (3) The peptide sequence is LLESLSSLGAHLDSD. The MHC is DRB1_0701 with pseudo-sequence DRB1_0701. The binding affinity (normalized) is 0.486. (4) The peptide sequence is RESLESLWAPFGVLR. The MHC is H-2-IAb with pseudo-sequence H-2-IAb. The binding affinity (normalized) is 0.229. (5) The peptide sequence is TGGAYDTYKCIPSLE. The MHC is DRB1_0404 with pseudo-sequence DRB1_0404. The binding affinity (normalized) is 0.134. (6) The MHC is DRB1_0405 with pseudo-sequence DRB1_0405. The binding affinity (normalized) is 0.474. The peptide sequence is CSNSHVNTLRFLVKN. (7) The peptide sequence is MRKLAILSVSSFLFV. The MHC is DRB1_0301 with pseudo-sequence DRB1_0301. The binding affinity (normalized) is 0.